From a dataset of Catalyst prediction with 721,799 reactions and 888 catalyst types from USPTO. Predict which catalyst facilitates the given reaction. (1) Reactant: Cl.Cl.[CH3:3][O:4][C:5]1[CH:6]=[C:7](/[CH:17]=[CH:18]/[C:19]([NH:21][NH2:22])=[O:20])[CH:8]=[CH:9][C:10]=1[N:11]1[CH:15]=[C:14]([CH3:16])[N:13]=[CH:12]1.[F:23][C:24]1[CH:29]=[CH:28][C:27]([N:30]=[C:31]=O)=[CH:26][CH:25]=1.O. Product: [F:23][C:24]1[CH:29]=[CH:28][C:27]([NH:30][C:31]2[O:20][C:19](/[CH:18]=[CH:17]/[C:7]3[CH:8]=[CH:9][C:10]([N:11]4[CH:15]=[C:14]([CH3:16])[N:13]=[CH:12]4)=[C:5]([O:4][CH3:3])[CH:6]=3)=[N:21][N:22]=2)=[CH:26][CH:25]=1. The catalyst class is: 3. (2) Reactant: [NH2:1][C:2]1[N:3]([CH2:14][C:15]2[CH:20]=[CH:19][CH:18]=[CH:17][CH:16]=2)[C:4]2[CH2:5][CH2:6][CH2:7][CH2:8][C:9]=2[C:10]=1[C:11]([NH2:13])=[O:12].C(N(C(C)C)CC)(C)C.[CH2:30]1[CH2:34][O:33][CH2:32][CH2:31]1.C1(C(Cl)=O)CC1. Product: [CH2:14]([N:3]1[C:4]2[CH2:5][CH2:6][CH2:7][CH2:8][C:9]=2[C:10]([C:11]([NH2:13])=[O:12])=[C:2]1[NH:1][C:32]([CH:31]1[CH2:30][CH2:34]1)=[O:33])[C:15]1[CH:20]=[CH:19][CH:18]=[CH:17][CH:16]=1. The catalyst class is: 6. (3) Reactant: Cl.[NH2:2][OH:3].C([O-])(=O)C.[Na+].[F:9][C:10]([F:31])([F:30])[C:11](=[O:29])[CH2:12][C:13]([C:15]1[CH:20]=[CH:19][C:18]([O:21][CH3:22])=[C:17]([O:23][CH2:24][CH2:25][CH2:26][O:27][CH3:28])[CH:16]=1)=O. Product: [CH3:22][O:21][C:18]1[CH:19]=[CH:20][C:15]([C:13]2[CH2:12][C:11]([C:10]([F:31])([F:30])[F:9])([OH:29])[O:3][N:2]=2)=[CH:16][C:17]=1[O:23][CH2:24][CH2:25][CH2:26][O:27][CH3:28]. The catalyst class is: 8. (4) Reactant: [CH:1]([C@H:14]1[N:19]2[CH2:20][CH2:21][N:22]([C:24](=[O:29])[C:25]([F:28])([F:27])[F:26])[CH2:23][C@H:18]2[CH2:17][NH:16][CH2:15]1)([C:8]1[CH:13]=[CH:12][CH:11]=[CH:10][CH:9]=1)[C:2]1[CH:7]=[CH:6][CH:5]=[CH:4][CH:3]=1.[CH2:30]([O:32][C:33]1[N:38]=[C:37]([O:39][CH3:40])[C:36]([CH:41]=O)=[C:35]([O:43][CH2:44][C:45]([F:48])([F:47])[F:46])[N:34]=1)[CH3:31].C(O[BH-](OC(=O)C)OC(=O)C)(=O)C.[Na+].C(=O)([O-])O.[Na+]. Product: [CH:1]([C@H:14]1[N:19]2[CH2:20][CH2:21][N:22]([C:24](=[O:29])[C:25]([F:28])([F:27])[F:26])[CH2:23][C@H:18]2[CH2:17][N:16]([CH2:41][C:36]2[C:37]([O:39][CH3:40])=[N:38][C:33]([O:32][CH2:30][CH3:31])=[N:34][C:35]=2[O:43][CH2:44][C:45]([F:47])([F:46])[F:48])[CH2:15]1)([C:8]1[CH:9]=[CH:10][CH:11]=[CH:12][CH:13]=1)[C:2]1[CH:3]=[CH:4][CH:5]=[CH:6][CH:7]=1. The catalyst class is: 4.